From a dataset of Forward reaction prediction with 1.9M reactions from USPTO patents (1976-2016). Predict the product of the given reaction. (1) Given the reactants Br[C:2]1[CH:7]=[C:6]([Cl:8])[CH:5]=[C:4]([Br:9])[CH:3]=1.CC1(C)C(C)(C)OB([C:18]2[CH:19]=[N:20][CH:21]=[CH:22][CH:23]=2)O1.C([O-])([O-])=O.[K+].[K+], predict the reaction product. The product is: [Br:9][C:4]1[CH:3]=[C:2]([C:18]2[CH:19]=[N:20][CH:21]=[CH:22][CH:23]=2)[CH:7]=[C:6]([Cl:8])[CH:5]=1. (2) Given the reactants [CH3:1][C:2]1[C:10]2[S:9][CH:8]=[CH:7][C:6]=2[CH:5]=[CH:4][C:3]=1[C:11]([O:13]C)=[O:12].[OH-].[Na+], predict the reaction product. The product is: [CH3:1][C:2]1[C:10]2[S:9][CH:8]=[CH:7][C:6]=2[CH:5]=[CH:4][C:3]=1[C:11]([OH:13])=[O:12]. (3) Given the reactants C[O:2][C:3]([C:5]1[C:10]2[N:11]([CH2:14][C:15]([OH:17])=O)[CH:12]=[N:13][C:9]=2[CH:8]=[CH:7][CH:6]=1)=[O:4].CN(C=O)C.[CH3:23][O:24][C:25]1[CH:26]=[C:27]([CH:29]=[C:30]([O:32][CH3:33])[CH:31]=1)[NH2:28].F[P-](F)(F)(F)(F)F.N1(OC(N(C)C)=[N+](C)C)C2N=CC=CC=2N=N1, predict the reaction product. The product is: [CH3:33][O:32][C:30]1[CH:29]=[C:27]([NH:28][C:15](=[O:17])[CH2:14][N:11]2[C:10]3[C:5]([C:3]([OH:2])=[O:4])=[CH:6][CH:7]=[CH:8][C:9]=3[N:13]=[CH:12]2)[CH:26]=[C:25]([O:24][CH3:23])[CH:31]=1. (4) The product is: [C:19]([C:12]1[C:13]([NH:15][CH2:16][CH2:17][CH3:18])=[N:14][C:9]([NH:8][C:4]2[CH:5]=[CH:6][CH:7]=[C:2]([F:1])[CH:3]=2)=[N:10][CH:11]=1)#[CH:20]. Given the reactants [F:1][C:2]1[CH:3]=[C:4]([NH:8][C:9]2[N:14]=[C:13]([NH:15][CH2:16][CH2:17][CH3:18])[C:12]([C:19]#[C:20][Si](C)(C)C)=[CH:11][N:10]=2)[CH:5]=[CH:6][CH:7]=1.C(=O)([O-])[O-].[K+].[K+].C(OCC)(=O)C.[Cl-].[NH4+], predict the reaction product. (5) Given the reactants C([Si](C)(C)[O:6][CH2:7][CH2:8][CH2:9][CH2:10][N:11]1[C:16](=[O:17])[C:15]([N+:18]([O-:20])=[O:19])=[C:14]([N:21]2[CH2:26][CH2:25][CH:24]([C:27]3[CH:32]=[CH:31][C:30]([F:33])=[CH:29][CH:28]=3)[CH2:23][CH2:22]2)[N:13]=[C:12]1[CH3:34])(C)(C)C.F, predict the reaction product. The product is: [F:33][C:30]1[CH:31]=[CH:32][C:27]([CH:24]2[CH2:25][CH2:26][N:21]([C:14]3[N:13]=[C:12]([CH3:34])[N:11]([CH2:10][CH2:9][CH2:8][CH2:7][OH:6])[C:16](=[O:17])[C:15]=3[N+:18]([O-:20])=[O:19])[CH2:22][CH2:23]2)=[CH:28][CH:29]=1. (6) Given the reactants Cl.[O:2]=[C:3]1[CH2:7][S:6][C:5](=[S:8])[N:4]1[CH2:9][C:10]([OH:12])=O.[CH2:13]([C@H:20]1[CH2:24][NH:23][C@H:22]([C:25]([NH:27][C:28]2[CH:33]=[CH:32][C:31]([O:34][C:35]3[CH:40]=[CH:39][C:38]([F:41])=[CH:37][CH:36]=3)=[CH:30][CH:29]=2)=[O:26])[CH2:21]1)[C:14]1[CH:19]=[CH:18][CH:17]=[CH:16][CH:15]=1, predict the reaction product. The product is: [CH2:13]([C@H:20]1[CH2:24][N:23]([C:10](=[O:12])[CH2:9][N:4]2[C:3](=[O:2])[CH2:7][S:6][C:5]2=[S:8])[C@H:22]([C:25]([NH:27][C:28]2[CH:33]=[CH:32][C:31]([O:34][C:35]3[CH:36]=[CH:37][C:38]([F:41])=[CH:39][CH:40]=3)=[CH:30][CH:29]=2)=[O:26])[CH2:21]1)[C:14]1[CH:15]=[CH:16][CH:17]=[CH:18][CH:19]=1. (7) The product is: [OH:1][C:2]1[CH:10]=[C:9]2[N:5]([C@H:6]([C:11]([O:13][CH2:20][CH3:21])=[O:12])[CH2:7][CH2:8]2)[C:4](=[O:14])[CH:3]=1. Given the reactants [OH:1][C:2]1[CH:10]=[C:9]2[N:5]([C@H:6]([C:11]([OH:13])=[O:12])[CH2:7][CH2:8]2)[C:4](=[O:14])[CH:3]=1.S(=O)(=O)(O)O.[CH2:20](O)[CH3:21], predict the reaction product. (8) Given the reactants C[O:2][C:3](=[O:25])[C@@H:4]([NH:17][C:18]([O:20][C:21]([CH3:24])([CH3:23])[CH3:22])=[O:19])[CH2:5][C:6]1[CH:11]=[CH:10][C:9]([O:12][CH2:13][CH2:14][CH:15]=[CH2:16])=[CH:8][CH:7]=1.[OH-].[Na+].CO, predict the reaction product. The product is: [CH2:13]([O:12][C:9]1[CH:8]=[CH:7][C:6]([CH2:5][C@H:4]([NH:17][C:18]([O:20][C:21]([CH3:24])([CH3:23])[CH3:22])=[O:19])[C:3]([OH:25])=[O:2])=[CH:11][CH:10]=1)[CH2:14][CH:15]=[CH2:16].